This data is from Full USPTO retrosynthesis dataset with 1.9M reactions from patents (1976-2016). The task is: Predict the reactants needed to synthesize the given product. (1) The reactants are: [O:1]1[CH2:6][CH2:5][N:4]([CH2:7][CH2:8][NH2:9])[CH2:3][CH2:2]1.[Br:10][C:11]1[CH:12]=[CH:13][C:14](F)=[N:15][CH:16]=1.CCN(C(C)C)C(C)C. Given the product [Br:10][C:11]1[CH:12]=[CH:13][C:14]([NH:9][CH2:8][CH2:7][N:4]2[CH2:5][CH2:6][O:1][CH2:2][CH2:3]2)=[N:15][CH:16]=1, predict the reactants needed to synthesize it. (2) Given the product [CH:45]1([NH:44][C:43](=[O:7])[NH:42][CH:39]2[CH2:38][CH2:37][CH2:36][CH2:41][CH2:40]2)[CH2:50][CH2:49][CH2:48][CH2:47][CH2:46]1, predict the reactants needed to synthesize it. The reactants are: CC[C@@]1(O)C(=O)[O:7]CC2C(N3C(=CC1=2)C1N=C2C(C=CC=C2)=CC=1C3)=O.C(O)(=O)C1C=CC=CC=1.[CH2:36]1[CH2:41][CH2:40][CH:39]([N:42]=[C:43]=[N:44][CH:45]2[CH2:50][CH2:49][CH2:48][CH2:47][CH2:46]2)[CH2:38][CH2:37]1. (3) Given the product [C:36]([C:33]1[CH:34]=[CH:35][C:30]([O:29][C:15]2[C:14]([NH:13][S:9]([C:4]3[CH:3]=[C:2]([F:1])[CH:7]=[C:6]([F:8])[CH:5]=3)(=[O:11])=[O:10])=[CH:19][CH:18]=[C:17]([O:20][C:21]3[CH:26]=[CH:25][C:24]([C:27]#[N:28])=[CH:23][CH:22]=3)[N:16]=2)=[CH:31][CH:32]=1)#[N:37], predict the reactants needed to synthesize it. The reactants are: [F:1][C:2]1[CH:3]=[C:4]([S:9](Cl)(=[O:11])=[O:10])[CH:5]=[C:6]([F:8])[CH:7]=1.[NH2:13][C:14]1[C:15]([O:29][C:30]2[CH:35]=[CH:34][C:33]([C:36]#[N:37])=[CH:32][CH:31]=2)=[N:16][C:17]([O:20][C:21]2[CH:26]=[CH:25][C:24]([C:27]#[N:28])=[CH:23][CH:22]=2)=[CH:18][CH:19]=1. (4) The reactants are: C(OC([N:11]1[CH2:16][CH2:15][C@@H:14]([O:17][C:18]2[N:19]=[N:20][C:21]([CH2:37][CH2:38][CH2:39][CH3:40])=[C:22]([C:24]3[CH:29]=[CH:28][C:27]([O:30][CH:31]4[CH2:36][CH2:35][CH2:34][CH2:33][CH2:32]4)=[CH:26][CH:25]=3)[CH:23]=2)[C@H:13]([F:41])[CH2:12]1)=O)C1C=CC=CC=1. Given the product [CH2:37]([C:21]1[N:20]=[N:19][C:18]([O:17][C@@H:14]2[CH2:15][CH2:16][NH:11][CH2:12][C@H:13]2[F:41])=[CH:23][C:22]=1[C:24]1[CH:29]=[CH:28][C:27]([O:30][CH:31]2[CH2:36][CH2:35][CH2:34][CH2:33][CH2:32]2)=[CH:26][CH:25]=1)[CH2:38][CH2:39][CH3:40], predict the reactants needed to synthesize it. (5) Given the product [CH:1]([C:4]1[C:8]([CH2:9][CH2:10][CH2:11][O:12][C:28]2[CH:27]=[C:26]([CH2:32][C:33]([OH:35])=[O:34])[CH:25]=[CH:24][C:29]=2[O:30][CH3:31])=[CH:7][N:6]([C:13]2[CH:18]=[CH:17][C:16]([C:19]([F:21])([F:20])[F:22])=[CH:15][N:14]=2)[N:5]=1)([CH3:3])[CH3:2], predict the reactants needed to synthesize it. The reactants are: [CH:1]([C:4]1[C:8]([CH2:9][CH2:10][CH2:11][OH:12])=[CH:7][N:6]([C:13]2[CH:18]=[CH:17][C:16]([C:19]([F:22])([F:21])[F:20])=[CH:15][N:14]=2)[N:5]=1)([CH3:3])[CH3:2].O[C:24]1[CH:25]=[C:26]([CH2:32][C:33]([O:35]C)=[O:34])[CH:27]=[CH:28][C:29]=1[O:30][CH3:31].C(P(CCCC)CCCC)CCC.N(C(N1CCCCC1)=O)=NC(N1CCCCC1)=O. (6) Given the product [CH2:36]([O:37][C:23]1[N:22]=[C:21]([CH3:27])[C:20]([C:15]2[CH:16]=[C:17]3[C:12](=[CH:13][CH:14]=2)[N:11]=[C:10]([NH:9][CH:7]([CH2:6][CH2:5][CH2:4][N:3]([CH2:28][CH3:29])[CH2:1][CH3:2])[CH3:8])[N:19]=[CH:18]3)=[CH:25][CH:24]=1)[C:30]1[CH:35]=[CH:34][CH:33]=[CH:32][CH:31]=1, predict the reactants needed to synthesize it. The reactants are: [CH2:1]([N:3]([CH2:28][CH3:29])[CH2:4][CH2:5][CH2:6][CH:7]([NH:9][C:10]1[N:19]=[CH:18][C:17]2[C:12](=[CH:13][CH:14]=[C:15]([C:20]3[C:21]([CH3:27])=[N:22][C:23](F)=[CH:24][CH:25]=3)[CH:16]=2)[N:11]=1)[CH3:8])[CH3:2].[C:30]1([CH2:36][OH:37])[CH:35]=[CH:34][CH:33]=[CH:32][CH:31]=1.CC(C)([O-])C.[K+]. (7) Given the product [C:8]1([NH:7][C:5]([C:4]2[CH:3]=[C:2]([O:1][C:19](=[O:20])[N:18]([CH3:17])[C:22]3[CH:27]=[CH:26][CH:25]=[CH:24][CH:23]=3)[CH:16]=[CH:15][CH:14]=2)=[O:6])[CH:13]=[CH:12][CH:11]=[CH:10][CH:9]=1, predict the reactants needed to synthesize it. The reactants are: [OH:1][C:2]1[CH:3]=[C:4]([CH:14]=[CH:15][CH:16]=1)[C:5]([NH:7][C:8]1[CH:13]=[CH:12][CH:11]=[CH:10][CH:9]=1)=[O:6].[CH3:17][N:18]([C:22]1[CH:27]=[CH:26][CH:25]=[CH:24][CH:23]=1)[C:19](Cl)=[O:20]. (8) Given the product [Br:1][C:2]1[CH:13]=[CH:12][C:5]([C:6]([C:21]2[CH:20]=[CH:19][C:18]([O:17][C:16]([F:15])([F:26])[F:27])=[CH:23][CH:22]=2)=[O:7])=[C:4]([F:14])[CH:3]=1, predict the reactants needed to synthesize it. The reactants are: [Br:1][C:2]1[CH:13]=[CH:12][C:5]([C:6](N(OC)C)=[O:7])=[C:4]([F:14])[CH:3]=1.[F:15][C:16]([F:27])([F:26])[O:17][C:18]1[CH:23]=[CH:22][C:21]([Mg]Br)=[CH:20][CH:19]=1.O1CCCC1.[Cl-].[NH4+]. (9) Given the product [Cl:25][C:21]1[CH:20]=[C:19]([C:13]2[C:14]([O:17][CH3:18])=[N:15][CH:16]=[C:11]([CH2:10][N:7]3[CH:3]=[CH:2][N:9]=[N:8]3)[CH:12]=2)[CH:24]=[CH:23][CH:22]=1, predict the reactants needed to synthesize it. The reactants are: N1C=CC=[CH:3][CH:2]=1.[N:7]([CH2:10][C:11]1[CH:12]=[C:13]([C:19]2[CH:24]=[CH:23][CH:22]=[C:21]([Cl:25])[CH:20]=2)[C:14]([O:17][CH3:18])=[N:15][CH:16]=1)=[N+:8]=[N-:9].C([Si](C)(C)C)#C.C(N(C(C)C)CC)(C)C.